This data is from Reaction yield outcomes from USPTO patents with 853,638 reactions. The task is: Predict the reaction yield, written as a fraction of the theoretical maximum amount of product (1.0 means a 100% yield; for example, 0.34 means a 34% yield). (1) The yield is 0.830. The product is [CH2:1]([O:8][C:9]1[CH:10]=[C:11]([S:15][C:16]2[CH:21]=[CH:20][C:19]([C:22]3[S:26][C:25]([C@@:27]4([CH3:41])[CH2:31][O:30][C:29]([CH3:33])([CH3:32])[N:28]4[C:34]([O:36][C:37]([CH3:40])([CH3:39])[CH3:38])=[O:35])=[N:24][N:23]=3)=[C:18]([Cl:88])[CH:17]=2)[CH:12]=[CH:13][CH:14]=1)[C:2]1[CH:7]=[CH:6][CH:5]=[CH:4][CH:3]=1. The reactants are [CH2:1]([O:8][C:9]1[CH:10]=[C:11]([S:15][C:16]2[CH:21]=[CH:20][C:19]([C:22]3[S:26][C:25]([C@@:27]4([CH3:41])[CH2:31][O:30][C:29]([CH3:33])([CH3:32])[N:28]4[C:34]([O:36][C:37]([CH3:40])([CH3:39])[CH3:38])=[O:35])=[N:24][N:23]=3)=[CH:18][C:17]=2C(F)(F)F)[CH:12]=[CH:13][CH:14]=1)[C:2]1[CH:7]=[CH:6][CH:5]=[CH:4][CH:3]=1.C(OC1C=C(SC2C=CC(C(NNC([C@@]3(C)COC(C)(C)N3C(OC(C)(C)C)=O)=O)=O)=C([Cl:88])C=2)C=CC=1)C1C=CC=CC=1. No catalyst specified. (2) The reactants are [Br:1][C:2]1[CH:3]=[C:4]([C:11]([O:13][CH3:14])=[O:12])[C:5]2[CH:6]=[CH:7][NH:8][C:9]=2[CH:10]=1.[CH:15]1(B(O)O)[CH2:17][CH2:16]1.C(=O)([O-])[O-].[Na+].[Na+].N1C=CC=CC=1C1C=CC=CN=1.[NH4+].[Cl-]. The catalyst is ClCCCl.C([O-])(=O)C.[Cu+2].C([O-])(=O)C.C(OCC)(=O)C.O. The product is [Br:1][C:2]1[CH:3]=[C:4]([C:11]([O:13][CH3:14])=[O:12])[C:5]2[CH:6]=[CH:7][N:8]([CH:15]3[CH2:17][CH2:16]3)[C:9]=2[CH:10]=1. The yield is 0.716. (3) The reactants are [NH2:1][C:2]1[C:11]2[C:6](=[C:7](Br)[CH:8]=[CH:9][CH:10]=2)[N:5]=[N:4][C:3]=1[C:13]([NH:15][CH2:16][CH2:17][CH3:18])=[O:14].[F:19][C:20]1[CH:25]=[CH:24][CH:23]=[C:22]([O:26][CH3:27])[C:21]=1B(O)O.O1CCCC1.C(=O)([O-])[O-].[Na+].[Na+]. The catalyst is O.C1C=CC(P(C2C=CC=CC=2)[C-]2C=CC=C2)=CC=1.C1C=CC(P(C2C=CC=CC=2)[C-]2C=CC=C2)=CC=1.Cl[Pd]Cl.[Fe+2].C(Cl)Cl.C(O)(C)C. The product is [NH2:1][C:2]1[C:11]2[C:6](=[C:7]([C:21]3[C:22]([O:26][CH3:27])=[CH:23][CH:24]=[CH:25][C:20]=3[F:19])[CH:8]=[CH:9][CH:10]=2)[N:5]=[N:4][C:3]=1[C:13]([NH:15][CH2:16][CH2:17][CH3:18])=[O:14]. The yield is 0.780. (4) The reactants are [C:1]([O:5][C:6]([N:8]([C:43]([O:45][C:46]([CH3:49])([CH3:48])[CH3:47])=[O:44])[C:9]1[C:10]([C:22]2[O:26][C:25]([C:27]3[CH:32]=[CH:31][C:30]([CH2:33][N:34]([CH3:42])[C:35](=[O:41])[O:36][C:37]([CH3:40])([CH3:39])[CH3:38])=[CH:29][CH:28]=3)=[N:24][N:23]=2)=[N:11][C:12]([C:15]2[CH2:20][CH2:19][C:18](=[O:21])[CH2:17][CH:16]=2)=[CH:13][N:14]=1)=[O:7])([CH3:4])([CH3:3])[CH3:2].[BH4-].[Na+]. The catalyst is CO. The product is [C:46]([O:45][C:43]([N:8]([C:6]([O:5][C:1]([CH3:4])([CH3:3])[CH3:2])=[O:7])[C:9]1[C:10]([C:22]2[O:26][C:25]([C:27]3[CH:32]=[CH:31][C:30]([CH2:33][N:34]([CH3:42])[C:35](=[O:41])[O:36][C:37]([CH3:38])([CH3:39])[CH3:40])=[CH:29][CH:28]=3)=[N:24][N:23]=2)=[N:11][C:12]([C:15]2[CH2:20][CH2:19][CH:18]([OH:21])[CH2:17][CH:16]=2)=[CH:13][N:14]=1)=[O:44])([CH3:47])([CH3:48])[CH3:49]. The yield is 0.410. (5) The reactants are [CH3:1][O:2][C:3]([C:5]1([C:8]2[CH:13]=[CH:12][C:11]([C:14](Cl)=[O:15])=[CH:10][CH:9]=2)[CH2:7][CH2:6]1)=[O:4].[NH2:17][C@@H:18]1[CH2:23][CH2:22][CH2:21][CH2:20][C@@H:19]1[NH2:24].Cl. The catalyst is C(Cl)Cl. The product is [CH3:1][O:2][C:3]([C:5]1([C:8]2[CH:13]=[CH:12][C:11]([C:14](=[O:15])[NH:17][CH:18]3[CH2:23][CH2:22][CH2:21][CH2:20][CH:19]3[NH2:24])=[CH:10][CH:9]=2)[CH2:7][CH2:6]1)=[O:4]. The yield is 0.398. (6) The product is [F:1][C:2]1[CH:3]=[CH:4][C:5]([CH2:6][NH:7][CH2:8][CH2:9][C:10]2[CH:11]=[C:12]3[C:16](=[CH:17][C:18]=2[NH2:19])[N:15]([C:22]([C:23]2[CH:24]=[CH:25][CH:26]=[CH:27][CH:28]=2)([C:29]2[CH:30]=[CH:31][CH:32]=[CH:33][CH:34]=2)[C:35]2[CH:40]=[CH:39][CH:38]=[CH:37][CH:36]=2)[N:14]=[CH:13]3)=[CH:41][CH:42]=1. The yield is 0.900. The catalyst is [Zn]. The reactants are [F:1][C:2]1[CH:42]=[CH:41][C:5]([CH2:6][NH:7][CH2:8][CH2:9][C:10]2[CH:11]=[C:12]3[C:16](=[CH:17][C:18]=2[N+:19]([O-])=O)[N:15]([C:22]([C:35]2[CH:40]=[CH:39][CH:38]=[CH:37][CH:36]=2)([C:29]2[CH:34]=[CH:33][CH:32]=[CH:31][CH:30]=2)[C:23]2[CH:28]=[CH:27][CH:26]=[CH:25][CH:24]=2)[N:14]=[CH:13]3)=[CH:4][CH:3]=1. (7) The reactants are [Br:1][C:2]1[CH:3]=[C:4]([S:8][CH3:9])[CH:5]=[CH:6][CH:7]=1.ClC1C=C(C=CC=1)C(OO)=[O:15]. The catalyst is C(Cl)Cl. The product is [Br:1][C:2]1[CH:7]=[CH:6][CH:5]=[C:4]([S:8]([CH3:9])=[O:15])[CH:3]=1. The yield is 0.810. (8) The reactants are [NH2:1][C:2]1[CH:10]=[CH:9][C:8]([C:11]([F:14])([F:13])[F:12])=[CH:7][C:3]=1[C:4]([NH2:6])=[O:5].[OH-].[Na+].[C:17](Cl)(=O)[CH2:18][CH2:19][CH2:20][CH3:21].Cl. The catalyst is C1COCC1. The product is [CH2:18]([C:17]1[N:6]=[C:4]([OH:5])[C:3]2[C:2](=[CH:10][CH:9]=[C:8]([C:11]([F:12])([F:13])[F:14])[CH:7]=2)[N:1]=1)[CH2:19][CH2:20][CH3:21]. The yield is 0.780. (9) The reactants are [I-].[NH2:2][N+:3]1[CH:8]=[CH:7][CH:6]=[CH:5][CH:4]=1.[C:9]([O:14][CH2:15][CH3:16])(=[O:13])[C:10]#[C:11][CH3:12].C(=O)([O-])[O-].[K+].[K+].O. The catalyst is CN(C=O)C.CCCCCC.C(OCC)(=O)C. The product is [CH3:12][C:11]1[C:10]([C:9]([O:14][CH2:15][CH3:16])=[O:13])=[C:4]2[CH:5]=[CH:6][CH:7]=[CH:8][N:3]2[N:2]=1. The yield is 0.700. (10) The reactants are CCN=C=NC[CH2:7][CH2:8]N(C)C.[F:12][C:13]1[CH:18]=[C:17]([I:19])[CH:16]=[CH:15][C:14]=1[NH:20][C:21]1[C:29]([C:30](O)=[O:31])=[C:28]2[N:24]([CH2:25][CH2:26][CH2:27]2)[C:23](=[O:33])[CH:22]=1.Cl.C(O[O:38][NH2:39])C. The catalyst is CN(C=O)C.C(Cl)Cl.O.C1C=CC2N(O)N=NC=2C=1. The product is [CH2:7]([O:38][NH:39][C:30]([C:29]1[C:21]([NH:20][C:14]2[CH:15]=[CH:16][C:17]([I:19])=[CH:18][C:13]=2[F:12])=[CH:22][C:23](=[O:33])[N:24]2[C:28]=1[CH2:27][CH2:26][CH2:25]2)=[O:31])[CH3:8]. The yield is 0.0600.